This data is from Full USPTO retrosynthesis dataset with 1.9M reactions from patents (1976-2016). The task is: Predict the reactants needed to synthesize the given product. (1) Given the product [F:22][C:2]([F:21])([F:1])[C:3]1[CH:4]=[C:5]([C:9]2[N:10]=[C:11]3[C:16]([C:17]([NH2:25])=[O:18])=[CH:15][CH:14]=[CH:13][N:12]3[CH:20]=2)[CH:6]=[CH:7][CH:8]=1, predict the reactants needed to synthesize it. The reactants are: [F:1][C:2]([F:22])([F:21])[C:3]1[CH:4]=[C:5]([C:9]2[N:10]=[C:11]3[C:16]([C:17](O)=[O:18])=[CH:15][CH:14]=[CH:13][N:12]3[CH:20]=2)[CH:6]=[CH:7][CH:8]=1.CC[N:25](CC)CC.C(Cl)(=O)OC.N. (2) The reactants are: Br[C:2]1[CH:3]=[C:4]2[C:10]([CH:11]=[O:12])=[CH:9][NH:8][C:5]2=[N:6][CH:7]=1.[C:13]([NH:17][S:18]([C:21]1[C:22]([C:27]2[CH:32]=[CH:31][C:30](B3OC(C)(C)C(C)(C)O3)=[C:29]([F:42])[CH:28]=2)=[CH:23][CH:24]=[CH:25][CH:26]=1)(=[O:20])=[O:19])([CH3:16])([CH3:15])[CH3:14]. Given the product [C:13]([NH:17][S:18]([C:21]1[C:22]([C:27]2[CH:32]=[CH:31][C:30]([C:2]3[CH:3]=[C:4]4[C:10]([CH:11]=[O:12])=[CH:9][NH:8][C:5]4=[N:6][CH:7]=3)=[C:29]([F:42])[CH:28]=2)=[CH:23][CH:24]=[CH:25][CH:26]=1)(=[O:20])=[O:19])([CH3:16])([CH3:14])[CH3:15], predict the reactants needed to synthesize it. (3) The reactants are: [NH:1]1[CH:5]=[C:4](B2OC(C)(C)C(C)(C)O2)[CH:3]=[N:2]1.[CH3:15][N:16]([C:26]1[CH:31]=[CH:30][C:29]([NH:32][C:33]([NH:35][C:36]2[CH:41]=[CH:40][CH:39]=[CH:38][CH:37]=2)=[O:34])=[CH:28][CH:27]=1)[S:17]([C:20]1[S:21][C:22](Br)=[CH:23][CH:24]=1)(=[O:19])=[O:18].C([O-])([O-])=O.[Na+].[Na+]. Given the product [CH3:15][N:16]([C:26]1[CH:27]=[CH:28][C:29]([NH:32][C:33]([NH:35][C:36]2[CH:41]=[CH:40][CH:39]=[CH:38][CH:37]=2)=[O:34])=[CH:30][CH:31]=1)[S:17]([C:20]1[S:21][C:22]([C:4]2[CH:5]=[N:1][NH:2][CH:3]=2)=[CH:23][CH:24]=1)(=[O:19])=[O:18], predict the reactants needed to synthesize it. (4) Given the product [C:1]([O:5][N:6]=[C:7]1[C:16]2[C:11](=[CH:12][CH:13]=[C:14]([O:17][CH2:29][CH2:30][N:31]3[CH2:36][CH2:35][O:34][CH2:33][CH2:32]3)[CH:15]=2)[O:10][C:9]([C:18]2[N:23]=[CH:22][C:21]3[CH:24]=[CH:25][S:26][C:20]=3[CH:19]=2)=[CH:8]1)([CH3:4])([CH3:2])[CH3:3], predict the reactants needed to synthesize it. The reactants are: [C:1]([O:5][N:6]=[C:7]1[C:16]2[C:11](=[CH:12][CH:13]=[C:14]([OH:17])[CH:15]=2)[O:10][C:9]([C:18]2[N:23]=[CH:22][C:21]3[CH:24]=[CH:25][S:26][C:20]=3[CH:19]=2)=[CH:8]1)([CH3:4])([CH3:3])[CH3:2].Cl.Cl[CH2:29][CH2:30][N:31]1[CH2:36][CH2:35][O:34][CH2:33][CH2:32]1. (5) The reactants are: [CH3:1][O:2][C:3]1[CH:9]=[CH:8][C:7]([C:10]2[O:14][CH:13]=[N:12][CH:11]=2)=[CH:6][C:4]=1[NH2:5].[CH3:15][N:16]1[C:20]([Cl:21])=[C:19]([CH:22]=O)[C:18]([CH3:24])=[N:17]1. Given the product [Cl:21][C:20]1[N:16]([CH3:15])[N:17]=[C:18]([CH3:24])[C:19]=1[CH2:22][NH:5][C:4]1[CH:6]=[C:7]([C:10]2[O:14][CH:13]=[N:12][CH:11]=2)[CH:8]=[CH:9][C:3]=1[O:2][CH3:1], predict the reactants needed to synthesize it. (6) Given the product [Br:1][C:2]1[CH:3]=[C:4]([C@@H:13]([NH:20][C:21](=[O:41])[CH2:22][NH:23][C:24](=[O:40])[C:25]2[CH:30]=[C:29]([NH:31][C:32]3[NH:37][CH2:36][CH:35]([OH:38])[CH2:34][N:33]=3)[CH:28]=[C:27]([OH:39])[CH:26]=2)[CH2:14][C:15]([OH:17])=[O:16])[CH:5]=[C:6]([C:8]([C:11]#[N:12])([CH3:10])[CH3:9])[CH:7]=1, predict the reactants needed to synthesize it. The reactants are: [Br:1][C:2]1[CH:3]=[C:4]([C@@H:13]([NH:20][C:21](=[O:41])[CH2:22][NH:23][C:24](=[O:40])[C:25]2[CH:30]=[C:29]([NH:31][C:32]3[NH:33][CH2:34][CH:35]([OH:38])[CH2:36][N:37]=3)[CH:28]=[C:27]([OH:39])[CH:26]=2)[CH2:14][C:15]([O:17]CC)=[O:16])[CH:5]=[C:6]([C:8]([C:11]#[N:12])([CH3:10])[CH3:9])[CH:7]=1.O.[OH-].[Li+]. (7) Given the product [C:19]([C:18]1[C:17]([C:14]2[CH:15]=[CH:16][C:8]3[O:7][CH2:12][CH2:11][O:10][C:9]=3[CH:13]=2)=[CH:24][CH:23]=[CH:22][C:21]=1[CH2:25][O:26][C:27]1[C:28]([CH3:36])=[CH:29][C:30]([CH:34]=[O:35])=[C:31]([CH:32]=1)[O:33][CH2:38][C:39]1[CH:40]=[N:41][CH:42]=[C:43]([CH:46]=1)[C:44]#[N:45])#[N:20], predict the reactants needed to synthesize it. The reactants are: C(=O)([O-])[O-].[Cs+].[Cs+].[O:7]1[CH2:12][CH2:11][O:10][C:9]2[CH:13]=[C:14]([C:17]3[CH:24]=[CH:23][CH:22]=[C:21]([CH2:25][O:26][C:27]4[CH:32]=[C:31]([OH:33])[C:30]([CH:34]=[O:35])=[CH:29][C:28]=4[CH3:36])[C:18]=3[C:19]#[N:20])[CH:15]=[CH:16][C:8]1=2.Cl[CH2:38][C:39]1[CH:40]=[N:41][CH:42]=[C:43]([CH:46]=1)[C:44]#[N:45]. (8) The reactants are: Br[C:2]1[S:6][C:5]([NH:7][C:8](=[O:22])[N:9]([CH:17]2[CH2:21][CH2:20][CH2:19][CH2:18]2)[CH:10]2[CH2:15][CH2:14][CH:13]([CH3:16])[CH2:12][CH2:11]2)=[N:4][CH:3]=1.[CH3:23][O:24][C:25](=[O:29])[CH2:26][CH2:27][SH:28]. Given the product [CH3:23][O:24][C:25](=[O:29])[CH2:26][CH2:27][S:28][C:2]1[S:6][C:5]([NH:7][C:8]([N:9]([CH:17]2[CH2:21][CH2:20][CH2:19][CH2:18]2)[CH:10]2[CH2:15][CH2:14][CH:13]([CH3:16])[CH2:12][CH2:11]2)=[O:22])=[N:4][CH:3]=1, predict the reactants needed to synthesize it.